Predict the reaction yield, written as a fraction of the theoretical maximum amount of product (1.0 means a 100% yield; for example, 0.34 means a 34% yield). From a dataset of Reaction yield outcomes from USPTO patents with 853,638 reactions. (1) The reactants are I[C:2]1[C:10]2[C:5](=[N:6][CH:7]=[CH:8][CH:9]=2)[N:4]([Si:11]([CH:18]([CH3:20])[CH3:19])([CH:15]([CH3:17])[CH3:16])[CH:12]([CH3:14])[CH3:13])[CH:3]=1.C([Mg][Cl:25])(C)C.[C:26]([O:30][C:31]([N:33]1[C:37]2[CH:38]=[C:39](Cl)[CH:40]=[CH:41][C:36]=2[N:35]=[C:34]1[CH2:43][O:44][C:45]1[CH:50]=[C:49]([F:51])[C:48]([CH:52]=[O:53])=[CH:47][C:46]=1[O:54][CH3:55])=[O:32])([CH3:29])([CH3:28])[CH3:27]. The catalyst is O1CCCC1. The product is [C:26]([O:30][C:31]([N:33]1[C:37]2[CH:38]=[CH:39][C:40]([Cl:25])=[CH:41][C:36]=2[N:35]=[C:34]1[CH2:43][O:44][C:45]1[CH:50]=[C:49]([F:51])[C:48]([CH:52]([OH:53])[C:2]2[C:10]3[C:5](=[N:6][CH:7]=[CH:8][CH:9]=3)[N:4]([Si:11]([CH:18]([CH3:20])[CH3:19])([CH:15]([CH3:17])[CH3:16])[CH:12]([CH3:14])[CH3:13])[CH:3]=2)=[CH:47][C:46]=1[O:54][CH3:55])=[O:32])([CH3:29])([CH3:28])[CH3:27]. The yield is 0.440. (2) The reactants are [S-2:1].[Na+].[Na+].Cl[C:5]([C:9]([CH3:12])([CH3:11])[CH3:10])=[CH:6][C:7]#[N:8].Cl[CH2:14][C:15]#[N:16].C[O-].[Na+]. The catalyst is CN(C=O)C.CO.O. The product is [C:9]([C:5]1[S:1][C:14]([C:15]#[N:16])=[C:7]([NH2:8])[CH:6]=1)([CH3:12])([CH3:11])[CH3:10]. The yield is 0.650. (3) The reactants are [Cl:1][C:2]1[CH:3]=[C:4]([CH2:9][C:10]([OH:12])=[O:11])[CH:5]=[CH:6][C:7]=1[OH:8].S(=O)(=O)(O)O.[CH3:18]O. No catalyst specified. The product is [Cl:1][C:2]1[CH:3]=[C:4]([CH2:9][C:10]([O:12][CH3:18])=[O:11])[CH:5]=[CH:6][C:7]=1[OH:8]. The yield is 0.920.